Dataset: Forward reaction prediction with 1.9M reactions from USPTO patents (1976-2016). Task: Predict the product of the given reaction. (1) The product is: [CH:17]1([C@@H:2]2[C:3]([C:11]3[CH:12]=[CH:13][CH:14]=[CH:15][CH:16]=3)([C:5]3[CH:10]=[CH:9][CH:8]=[CH:7][CH:6]=3)[O:4][B:24]([CH3:23])[NH:1]2)[CH2:22][CH2:21][CH2:20][CH2:19][CH2:18]1. Given the reactants [NH2:1][C@H:2]([CH:17]1[CH2:22][CH2:21][CH2:20][CH2:19][CH2:18]1)[C:3]([C:11]1[CH:16]=[CH:15][CH:14]=[CH:13][CH:12]=1)([C:5]1[CH:10]=[CH:9][CH:8]=[CH:7][CH:6]=1)[OH:4].[CH3:23][B:24]1OB(C)OB(C)O1, predict the reaction product. (2) Given the reactants [NH2:1][C:2]1[C:3]([C:7]2[N:8]([C:24]3[CH:29]=[CH:28][CH:27]=[CH:26][CH:25]=3)[C:9]3[C:14]([C:15]4[CH:22]=[CH:21][C:18]([CH:19]=O)=[CH:17][CH:16]=4)=[CH:13][N:12]=[CH:11][C:10]=3[N:23]=2)=[N:4][O:5][N:6]=1.[CH2:30]([NH2:32])[CH3:31].C(O[BH-](OC(=O)C)OC(=O)C)(=O)C.[Na+].C(O)(=O)C, predict the reaction product. The product is: [CH2:30]([NH:32][CH2:19][C:18]1[CH:21]=[CH:22][C:15]([C:14]2[C:9]3[N:8]([C:24]4[CH:25]=[CH:26][CH:27]=[CH:28][CH:29]=4)[C:7]([C:3]4[C:2]([NH2:1])=[N:6][O:5][N:4]=4)=[N:23][C:10]=3[CH:11]=[N:12][CH:13]=2)=[CH:16][CH:17]=1)[CH3:31]. (3) Given the reactants [Br:1][C:2]1[CH:7]=[CH:6][CH:5]=[CH:4][C:3]=1[Br:8].[N+:9]([O-])(O)=O, predict the reaction product. The product is: [Br:1][C:2]1[C:3]([Br:8])=[CH:4][CH:5]=[CH:6][C:7]=1[NH2:9].